From a dataset of Full USPTO retrosynthesis dataset with 1.9M reactions from patents (1976-2016). Predict the reactants needed to synthesize the given product. (1) The reactants are: [CH3:1][C:2]1[C:6]2[C:7](=[O:18])[N:8]([CH2:11][CH2:12][N:13]3[CH2:17][CH2:16][CH2:15][CH2:14]3)[CH2:9][CH2:10][C:5]=2[NH:4][C:3]=1[CH:19]=O.[Br:21][C:22]1[CH:30]=[CH:29][CH:28]=[C:27]2[C:23]=1[CH2:24][C:25](=[O:31])[NH:26]2. Given the product [Br:21][C:22]1[CH:30]=[CH:29][CH:28]=[C:27]2[C:23]=1[C:24](=[CH:19][C:3]1[NH:4][C:5]3[CH2:10][CH2:9][N:8]([CH2:11][CH2:12][N:13]4[CH2:14][CH2:15][CH2:16][CH2:17]4)[C:7](=[O:18])[C:6]=3[C:2]=1[CH3:1])[C:25](=[O:31])[NH:26]2, predict the reactants needed to synthesize it. (2) Given the product [CH3:21][O:22][C:23](=[O:42])[CH2:24][C:25]1[CH:30]=[C:29]([S:16]([C:12]2[CH:11]=[C:10]([C:7]3[CH:6]=[CH:5][C:4]([C:3]([F:2])([F:19])[F:20])=[CH:9][CH:8]=3)[CH:15]=[CH:14][CH:13]=2)(=[O:18])=[O:17])[CH:28]=[C:27]([O:39][CH2:40][CH3:41])[CH:26]=1, predict the reactants needed to synthesize it. The reactants are: [Na+].[F:2][C:3]([F:20])([F:19])[C:4]1[CH:9]=[CH:8][C:7]([C:10]2[CH:15]=[CH:14][CH:13]=[C:12]([S:16]([O-:18])=[O:17])[CH:11]=2)=[CH:6][CH:5]=1.[CH3:21][O:22][C:23](=[O:42])[CH2:24][C:25]1[CH:30]=[C:29](OS(C(F)(F)F)(=O)=O)[CH:28]=[C:27]([O:39][CH2:40][CH3:41])[CH:26]=1.CC1(C)C2C(=C(P(C3C=CC=CC=3)C3C=CC=CC=3)C=CC=2)OC2C(P(C3C=CC=CC=3)C3C=CC=CC=3)=CC=CC1=2.C(=O)([O-])[O-].[Cs+].[Cs+].C1(C)C=CC=CC=1.